Dataset: Forward reaction prediction with 1.9M reactions from USPTO patents (1976-2016). Task: Predict the product of the given reaction. (1) Given the reactants [CH2:1]([O:8][C:9]1[CH:16]=[CH:15][C:12]([CH:13]=O)=[CH:11][CH:10]=1)[C:2]1[CH:7]=[CH:6][CH:5]=[CH:4][CH:3]=1.[NH2:17][C:18]1[N:23]=[C:22]([CH:24]([C:30]([O:32][CH2:33][CH3:34])=[O:31])[C:25]([O:27][CH2:28][CH3:29])=[O:26])[CH:21]=[CH:20][C:19]=1[N+:35]([O-])=O.S(S([O-])=O)([O-])=O.[Na+].[Na+].[NH4+].[OH-], predict the reaction product. The product is: [CH2:1]([O:8][C:9]1[CH:16]=[CH:15][C:12]([C:13]2[NH:17][C:18]3=[N:23][C:22]([CH:24]([C:30]([O:32][CH2:33][CH3:34])=[O:31])[C:25]([O:27][CH2:28][CH3:29])=[O:26])=[CH:21][CH:20]=[C:19]3[N:35]=2)=[CH:11][CH:10]=1)[C:2]1[CH:7]=[CH:6][CH:5]=[CH:4][CH:3]=1. (2) Given the reactants [CH2:1]([C@H:3]1[N:12]([C:13](=[O:22])[C:14]2[CH:19]=[CH:18][C:17]([O:20]C)=[CH:16][CH:15]=2)[C:11]2[C:6](=[CH:7][CH:8]=[C:9]([F:23])[CH:10]=2)[N:5]([CH2:24][CH2:25][CH3:26])[C:4]1=[O:27])[CH3:2].C([C@H]1N(C(=O)C2C=CC(O)=CC=2)C2C(=CC(F)=CC=2)N(C)C1=O)C, predict the reaction product. The product is: [CH2:1]([C@H:3]1[N:12]([C:13](=[O:22])[C:14]2[CH:19]=[CH:18][C:17]([OH:20])=[CH:16][CH:15]=2)[C:11]2[C:6](=[CH:7][CH:8]=[C:9]([F:23])[CH:10]=2)[N:5]([CH2:24][CH2:25][CH3:26])[C:4]1=[O:27])[CH3:2]. (3) Given the reactants [CH3:1][O:2][C:3](=[O:12])[C:4]1[CH:9]=[C:8](Br)[CH:7]=[CH:6][C:5]=1[OH:11].[Cl:13][C:14]1[CH:15]=[C:16](B(O)O)[CH:17]=[CH:18][C:19]=1[F:20].C(OC)(=O)C1C=CC=CC=1.[Li+].[OH-].O.C1COCC1.C(O)C, predict the reaction product. The product is: [CH3:1][O:2][C:3]([C:4]1[CH:9]=[C:8]([C:16]2[CH:17]=[CH:18][C:19]([F:20])=[C:14]([Cl:13])[CH:15]=2)[CH:7]=[CH:6][C:5]=1[OH:11])=[O:12]. (4) Given the reactants [C:1]([O:5][C:6]([NH:8][C@@H:9]([CH3:22])[C:10]([NH:12][N:13]1[CH:17]=[CH:16][CH:15]=[C:14]1[C:18]([O:20]C)=O)=[O:11])=[O:7])([CH3:4])([CH3:3])[CH3:2].[CH:23]1([NH2:26])[CH2:25][CH2:24]1, predict the reaction product. The product is: [CH:23]1([NH:26][C:18]([C:14]2[N:13]([NH:12][C:10](=[O:11])[C@@H:9]([NH:8][C:6](=[O:7])[O:5][C:1]([CH3:2])([CH3:3])[CH3:4])[CH3:22])[CH:17]=[CH:16][CH:15]=2)=[O:20])[CH2:25][CH2:24]1. (5) Given the reactants [Br:1][C:2]1[CH:7]=[CH:6][C:5]2[C:8]3([O:26][C:27](=[O:28])[C:4]=2[CH:3]=1)[CH2:13][CH2:12][N:11]([C:14]([C:16]1[C:24]2[C:19](=[CH:20][C:21]([Cl:25])=[CH:22][CH:23]=2)[NH:18][CH:17]=1)=[O:15])[CH2:10][CH2:9]3.[F:29][C:30]1[C:38]([F:39])=[CH:37][CH:36]=[CH:35][C:31]=1[C:32](Cl)=[O:33], predict the reaction product. The product is: [Br:1][C:2]1[CH:7]=[CH:6][C:5]2[C:8]3([O:26][C:27](=[O:28])[C:4]=2[CH:3]=1)[CH2:9][CH2:10][N:11]([C:14]([C:16]1[C:24]2[C:19](=[CH:20][C:21]([Cl:25])=[CH:22][CH:23]=2)[N:18]([C:32](=[O:33])[C:31]2[CH:35]=[CH:36][CH:37]=[C:38]([F:39])[C:30]=2[F:29])[CH:17]=1)=[O:15])[CH2:12][CH2:13]3. (6) Given the reactants [CH2:1]([C:5]1[CH:13]=[CH:12][C:8]([C:9]([OH:11])=O)=[CH:7][CH:6]=1)[CH:2]([CH3:4])[CH3:3].C(N1C=CN=C1)(N1C=CN=C1)=O.O[NH:27][C:28]([C:30]1[CH:35]=[CH:34][C:33]([C:36]2([CH3:41])OCC[O:37]2)=[CH:32][CH:31]=1)=[NH:29].O, predict the reaction product. The product is: [CH2:1]([C:5]1[CH:6]=[CH:7][C:8]([C:9]2[O:11][N:29]=[C:28]([C:30]3[CH:35]=[CH:34][C:33]([C:36](=[O:37])[CH3:41])=[CH:32][CH:31]=3)[N:27]=2)=[CH:12][CH:13]=1)[CH:2]([CH3:3])[CH3:4].